This data is from Forward reaction prediction with 1.9M reactions from USPTO patents (1976-2016). The task is: Predict the product of the given reaction. Given the reactants N[C@H](C(O)=O)CC(C)C.[N+:10]([C:13]1[CH:19]=[CH:18][C:16]([NH2:17])=[CH:15][CH:14]=1)([O-:12])=[O:11].N[C@H](C(O)=O)CC(C)C, predict the reaction product. The product is: [N+:10]([C:13]1[CH:19]=[CH:18][C:16]([NH2:17])=[CH:15][CH:14]=1)([O-:12])=[O:11].